This data is from Reaction yield outcomes from USPTO patents with 853,638 reactions. The task is: Predict the reaction yield, written as a fraction of the theoretical maximum amount of product (1.0 means a 100% yield; for example, 0.34 means a 34% yield). (1) The reactants are [Br:1][C:2]1[CH:9]=[CH:8][C:5]([C:6]#[N:7])=[CH:4][CH:3]=1.[N+:10]([O-])([OH:12])=[O:11]. The catalyst is OS(O)(=O)=O. The product is [Br:1][C:2]1[CH:9]=[CH:8][C:5]([C:6]#[N:7])=[CH:4][C:3]=1[N+:10]([O-:12])=[O:11]. The yield is 0.560. (2) The reactants are FC(F)(F)C(O)=O.C(N)CN.[F:12][C:13]([F:54])([CH2:47][C:48]1[CH:53]=[CH:52][CH:51]=[CH:50][CH:49]=1)[C@H:14]([NH:16][C:17]([C:19]1[C:27]2[C:22](=[N:23][CH:24]=[C:25]([C:28]3[C:36]4[C:31](=[CH:32][C:33]([F:37])=[CH:34][CH:35]=4)[N:30]([CH3:38])[N:29]=3)[N:26]=2)[N:21](COCC[Si](C)(C)C)[CH:20]=1)=[O:18])[CH3:15]. The catalyst is ClCCl. The product is [F:54][C:13]([F:12])([CH2:47][C:48]1[CH:53]=[CH:52][CH:51]=[CH:50][CH:49]=1)[C@H:14]([NH:16][C:17]([C:19]1[C:27]2[C:22](=[N:23][CH:24]=[C:25]([C:28]3[C:36]4[C:31](=[CH:32][C:33]([F:37])=[CH:34][CH:35]=4)[N:30]([CH3:38])[N:29]=3)[N:26]=2)[NH:21][CH:20]=1)=[O:18])[CH3:15]. The yield is 0.700. (3) The reactants are [CH:1]1([N:6]([CH2:14][C:15]2[CH:20]=[CH:19][CH:18]=[C:17]([O:21][CH2:22][CH:23]([OH:34])[CH2:24][N:25]3[CH2:33][C:32]4[C:27](=[CH:28][CH:29]=[CH:30][CH:31]=4)[CH2:26]3)[CH:16]=2)C(=O)OC(C)(C)C)[CH2:5][CH2:4][CH2:3][CH2:2]1.Cl.C(OCC)(=O)C. The catalyst is C(OCC)(=O)C. The product is [CH:1]1([NH:6][CH2:14][C:15]2[CH:16]=[C:17]([CH:18]=[CH:19][CH:20]=2)[O:21][CH2:22][CH:23]([OH:34])[CH2:24][N:25]2[CH2:26][C:27]3[C:32](=[CH:31][CH:30]=[CH:29][CH:28]=3)[CH2:33]2)[CH2:2][CH2:3][CH2:4][CH2:5]1. The yield is 0.570. (4) The reactants are [F:1][C:2]1[CH:27]=[CH:26][C:5]([CH2:6][C:7]2[CH:8]=[C:9]([NH:18][C:19]3[CH:24]=[CH:23][C:22]([F:25])=[CH:21][CH:20]=3)[C:10]([C:13]([O:15][CH2:16][CH3:17])=[O:14])=[N:11][CH:12]=2)=[CH:4][CH:3]=1.Cl[C:29](=[O:36])[CH2:30][C:31]([O:33][CH2:34][CH3:35])=[O:32].CO.ClCCl. The catalyst is ClCCCl. The product is [CH2:34]([O:33][C:31](=[O:32])[CH2:30][C:29]([N:18]([C:19]1[CH:24]=[CH:23][C:22]([F:25])=[CH:21][CH:20]=1)[C:9]1[C:10]([C:13]([O:15][CH2:16][CH3:17])=[O:14])=[N:11][CH:12]=[C:7]([CH2:6][C:5]2[CH:4]=[CH:3][C:2]([F:1])=[CH:27][CH:26]=2)[CH:8]=1)=[O:36])[CH3:35]. The yield is 0.800. (5) The reactants are S(=O)(=O)(O)O.[CH:6]([O:10][C:11]([N:13]1[CH2:18][CH2:17][CH2:16][CH2:15][CH:14]1[CH2:19][C:20]([OH:22])=[O:21])=[O:12])([CH2:8][CH3:9])[CH3:7].[CH3:23]O. No catalyst specified. The product is [CH3:23][O:21][C:20](=[O:22])[CH2:19][CH:14]1[CH2:15][CH2:16][CH2:17][CH2:18][N:13]1[C:11]([O:10][CH:6]([CH2:8][CH3:9])[CH3:7])=[O:12]. The yield is 0.920. (6) The yield is 0.990. The catalyst is CO. The reactants are [BH4-].[Na+].[Cl:3][CH2:4][C:5]([NH:7][CH:8]1[C:17](=[O:18])[C:16]2[C:11](=[CH:12][CH:13]=[CH:14][CH:15]=2)[O:10][CH2:9]1)=[O:6].O.Cl. The product is [Cl:3][CH2:4][C:5]([NH:7][C@H:8]1[C@H:17]([OH:18])[C:16]2[C:11](=[CH:12][CH:13]=[CH:14][CH:15]=2)[O:10][CH2:9]1)=[O:6]. (7) The reactants are [CH3:1][S:2]([NH:5][C:6]1[C:7]([C:19]2[CH:24]=[CH:23][CH:22]=[CH:21][CH:20]=2)=[N:8][C:9]2[C:14]([C:15]=1[C:16]([OH:18])=O)=[CH:13][CH:12]=[CH:11][CH:10]=2)(=[O:4])=[O:3].C1C=C2N=NN(O)C2=CC=1.O.CN1CCOCC1.CCN=C=NCCCN(C)C.Cl.[NH2:55][C@H:56]([C:60]1[CH:65]=[CH:64][CH:63]=[CH:62][CH:61]=1)[C@@H:57]([OH:59])[CH3:58]. The catalyst is C(Cl)Cl. The product is [OH:59][C@@H:57]([CH3:58])[C@H:56]([NH:55][C:16]([C:15]1[C:14]2[C:9](=[CH:10][CH:11]=[CH:12][CH:13]=2)[N:8]=[C:7]([C:19]2[CH:20]=[CH:21][CH:22]=[CH:23][CH:24]=2)[C:6]=1[NH:5][S:2]([CH3:1])(=[O:3])=[O:4])=[O:18])[C:60]1[CH:61]=[CH:62][CH:63]=[CH:64][CH:65]=1. The yield is 0.480. (8) The reactants are Br[C:2]1[CH:3]=[C:4]([CH:25]=[CH:26][N:27]=1)[C:5]([NH:7][C:8]1[S:9][C:10]2[C:11]([N:19]3[CH2:24][CH2:23][O:22][CH2:21][CH2:20]3)=[N:12][CH:13]=[C:14]([O:17][CH3:18])[C:15]=2[N:16]=1)=[O:6].Cl.[NH:29]1[CH2:32][CH:31]([OH:33])[CH2:30]1.C(=O)([O-])[O-].[Cs+].[Cs+]. The catalyst is CN1CCCC1=O. The product is [OH:33][CH:31]1[CH2:32][N:29]([C:2]2[CH:3]=[C:4]([CH:25]=[CH:26][N:27]=2)[C:5]([NH:7][C:8]2[S:9][C:10]3[C:11]([N:19]4[CH2:24][CH2:23][O:22][CH2:21][CH2:20]4)=[N:12][CH:13]=[C:14]([O:17][CH3:18])[C:15]=3[N:16]=2)=[O:6])[CH2:30]1. The yield is 0.150. (9) The reactants are C1(P(C2C=CC=CC=2)C2C=CC=CC=2)C=CC=CC=1.N1C=CN=C1.II.BrC1C=CC(F)=C([C@@]2(CF)N=C(N(C(OC(C)(C)C)=O)C(=O)OC(C)(C)C)[C@](CCO)(C)S(=O)(=O)C2)C=1.BrC1C=CC(F)=C([C@]2(CF)N=C(N(C(OC(C)(C)C)=O)C(=O)OC(C)(C)C)[C@@](CCO)(C)S(=O)(=O)C2)C=1.[Br:101][C:102]1[CH:103]=[CH:104][C:105]([F:137])=[C:106]([C@@:108]2([CH2:135][F:136])[N:113]=[C:112]([N:114]([C:122]([O:124][C:125]([CH3:128])([CH3:127])[CH3:126])=[O:123])[C:115](=[O:121])[O:116][C:117]([CH3:120])([CH3:119])[CH3:118])[C@:111]([CH2:130][CH2:131][I:132])([CH3:129])[S:110](=[O:134])(=[O:133])[CH2:109]2)[CH:107]=1. The catalyst is C(Cl)Cl. The product is [Br:101][C:102]1[CH:103]=[CH:104][C:105]([F:137])=[C:106]([C@:108]2([CH2:135][F:136])[N:113]=[C:112]([N:114]([C:115]([O:116][C:117]([CH3:118])([CH3:119])[CH3:120])=[O:121])[C:122](=[O:123])[O:124][C:125]([CH3:127])([CH3:128])[CH3:126])[C@@:111]([CH2:130][CH2:131][I:132])([CH3:129])[S:110](=[O:134])(=[O:133])[CH2:109]2)[CH:107]=1. The yield is 0.420.